The task is: Predict the product of the given reaction.. This data is from Forward reaction prediction with 1.9M reactions from USPTO patents (1976-2016). (1) Given the reactants [Cl:1][C:2]1[CH:7]=[C:6]([Cl:8])[N:5]=[CH:4][C:3]=1[CH2:9]O.S(Cl)([Cl:13])=O, predict the reaction product. The product is: [Cl:8][C:6]1[CH:7]=[C:2]([Cl:1])[C:3]([CH2:9][Cl:13])=[CH:4][N:5]=1. (2) Given the reactants [CH3:1][O:2][CH2:3][CH2:4][O:5][C:6]1[CH:11]=[CH:10][N:9]2[C:12]([C:15]([NH:17][C:18]3[CH:26]=[CH:25][CH:24]=[C:23]4[C:19]=3[CH:20]=[N:21][N:22]4[CH2:27][CH:28]3[CH2:33][CH2:32][CH2:31][N:30](C(OC(C)(C)C)=O)[CH2:29]3)=[O:16])=[CH:13][N:14]=[C:8]2[CH:7]=1.[ClH:41], predict the reaction product. The product is: [ClH:41].[CH3:1][O:2][CH2:3][CH2:4][O:5][C:6]1[CH:11]=[CH:10][N:9]2[C:12]([C:15]([NH:17][C:18]3[CH:26]=[CH:25][CH:24]=[C:23]4[C:19]=3[CH:20]=[N:21][N:22]4[CH2:27][CH:28]3[CH2:33][CH2:32][CH2:31][NH:30][CH2:29]3)=[O:16])=[CH:13][N:14]=[C:8]2[CH:7]=1. (3) Given the reactants [CH2:1]([C:8]1([N:15]([CH3:17])[CH3:16])[CH2:13][CH2:12][C:11](=O)[CH2:10][CH2:9]1)[C:2]1[CH:7]=[CH:6][CH:5]=[CH:4][CH:3]=1.[CH2:18]([NH2:21])[CH2:19][CH3:20].C(O[BH-](OC(=O)C)OC(=O)C)(=O)C.[Na+].[OH-].[Na+], predict the reaction product. The product is: [CH2:1]([C:8]1([N:15]([CH3:17])[CH3:16])[CH2:13][CH2:12][CH:11]([NH:21][CH2:18][CH2:19][CH3:20])[CH2:10][CH2:9]1)[C:2]1[CH:7]=[CH:6][CH:5]=[CH:4][CH:3]=1. (4) Given the reactants O.[I-:2].[I-].[I-].[I-].[CH2:6]([C:8]1[C:21]2[C:12](=[S+:13][C:14]3[C:19]([N:20]=2)=[C:18]([CH3:22])[CH:17]=[CH:16][CH:15]=3)[CH:11]=[CH:10][CH:9]=1)[CH3:7].C(C1[C:38]2[C:29](=[S+][C:31]3[C:36]([N:37]=2)=C(C)C=CC=3)C=CC=1)C.C(C1C2C(=[S+]C3[C:53]([N:54]=2)=C(C)C=CC=3)C=CC=1)C.C(C1C2C(=[S+]C3C(N=2)=C(C)C=CC=3)C=CC=1)C.[CH3:74][N:75]1[CH2:80][CH2:79][NH:78][CH2:77][CH2:76]1, predict the reaction product. The product is: [I-:2].[CH3:74][N:75]1[CH2:80][CH2:79][N:78]([C:10]2[C:9]([N:37]3[CH2:36][CH2:31][N:54]([CH3:53])[CH2:29][CH2:38]3)=[C:8]([CH2:6][CH3:7])[C:21]3[C:12]([CH:11]=2)=[S+:13][C:14]2[C:19](=[C:18]([CH3:22])[CH:17]=[CH:16][CH:15]=2)[N:20]=3)[CH2:77][CH2:76]1.